Dataset: Forward reaction prediction with 1.9M reactions from USPTO patents (1976-2016). Task: Predict the product of the given reaction. (1) Given the reactants Br[CH2:2][CH2:3][CH2:4][CH2:5][CH2:6][CH2:7][CH2:8][CH2:9][CH2:10][OH:11].[CH3:12][C:13]1[S:17][CH:16]=[C:15]([C:18]([N:20]2[CH2:25][C:24]3([CH2:30][CH2:29][NH:28][CH2:27][CH2:26]3)[O:23][CH2:22][CH2:21]2)=[O:19])[CH:14]=1.C(N(CC)CC)C, predict the reaction product. The product is: [OH:11][CH2:10][CH2:9][CH2:8][CH2:7][CH2:6][CH2:5][CH2:4][CH2:3][CH2:2][N:28]1[CH2:29][CH2:30][C:24]2([O:23][CH2:22][CH2:21][N:20]([C:18]([C:15]3[CH:14]=[C:13]([CH3:12])[S:17][CH:16]=3)=[O:19])[CH2:25]2)[CH2:26][CH2:27]1. (2) The product is: [NH2:1][CH2:4][C@@H:5]1[CH2:9][C@@H:8]([F:10])[CH2:7][N:6]1[C:11]([NH:13][C:14]1[C:22]2[C:17](=[CH:18][CH:19]=[CH:20][CH:21]=2)[N:16]([C:23]([NH2:25])=[O:24])[CH:15]=1)=[O:12]. Given the reactants [N:1]([CH2:4][C@@H:5]1[CH2:9][C@@H:8]([F:10])[CH2:7][N:6]1[C:11]([NH:13][C:14]1[C:22]2[C:17](=[CH:18][CH:19]=[CH:20][CH:21]=2)[N:16]([C:23]([NH2:25])=[O:24])[CH:15]=1)=[O:12])=[N+]=[N-], predict the reaction product. (3) Given the reactants [C:1]([C:3]1[CH:8]=[CH:7][C:6]([C:9]2[CH:10]=[N:11][N:12]([C:15]3[CH:23]=[CH:22][C:18]([C:19]([OH:21])=O)=[CH:17][N:16]=3)[C:13]=2[OH:14])=[C:5]([CH3:24])[C:4]=1[F:25])#[N:2].[CH3:26][O:27][CH2:28][CH2:29][CH2:30][NH:31][CH3:32], predict the reaction product. The product is: [C:1]([C:3]1[CH:8]=[CH:7][C:6]([C:9]2[CH:10]=[N:11][N:12]([C:15]3[CH:23]=[CH:22][C:18]([C:19]([N:31]([CH2:30][CH2:29][CH2:28][O:27][CH3:26])[CH3:32])=[O:21])=[CH:17][N:16]=3)[C:13]=2[OH:14])=[C:5]([CH3:24])[C:4]=1[F:25])#[N:2]. (4) Given the reactants CN(C)C(N(C)C)=N.[CH3:9][O:10][C:11](=[O:40])[CH:12](P(OC)(OC)=O)[NH:13][C:14](=[O:33])[C:15]1[CH:20]=[CH:19][C:18]([C:21]([NH:23][CH2:24][C:25]2[CH:30]=[CH:29][CH:28]=[C:27]([OH:31])[CH:26]=2)=[O:22])=[CH:17][C:16]=1[Cl:32].[NH2:41][C:42]1[S:43][C:44]([CH:47]=O)=[CH:45][N:46]=1.C(OCC)(=O)C, predict the reaction product. The product is: [CH3:9][O:10][C:11](=[O:40])/[C:12](/[NH:13][C:14](=[O:33])[C:15]1[CH:20]=[CH:19][C:18]([C:21]([NH:23][CH2:24][C:25]2[CH:30]=[CH:29][CH:28]=[C:27]([OH:31])[CH:26]=2)=[O:22])=[CH:17][C:16]=1[Cl:32])=[CH:47]/[C:44]1[S:43][C:42]([NH2:41])=[N:46][CH:45]=1. (5) Given the reactants Cl[C:2]1[CH:11]=[CH:10][C:9]2[C:4](=[C:5]([F:13])[CH:6]=[C:7]([F:12])[CH:8]=2)[N:3]=1.[N:14]1[N:15]=[CH:16][N:17]2[CH:22]=[CH:21][CH:20]=[CH:19][C:18]=12.C([O-])([O-])=O.[Cs+].[Cs+], predict the reaction product. The product is: [N:14]1[N:15]=[C:16]([C:2]2[CH:11]=[CH:10][C:9]3[C:4](=[C:5]([F:13])[CH:6]=[C:7]([F:12])[CH:8]=3)[N:3]=2)[N:17]2[CH:22]=[CH:21][CH:20]=[CH:19][C:18]=12. (6) The product is: [Cl:54][C:11]1[CH:12]=[CH:13][N:8]=[C:9]2[O:17][C:16]([C:18]3[CH:19]=[C:34]([C:33]([N:43]4[CH2:44][CH2:45][N:40]([CH3:39])[CH2:41][CH2:42]4)=[O:37])[CH:24]=[CH:25][CH:26]=3)=[C:15]([C:27]3[CH:32]=[CH:31][CH:30]=[CH:29][CH:28]=3)[C:10]=12. Given the reactants C([N:8]1[CH:13]=[CH:12][C:11](=O)[C:10]2[C:15]([C:27]3[CH:32]=[CH:31][CH:30]=[CH:29][CH:28]=3)=[C:16]([C:18]3[CH:19]=C([CH:24]=[CH:25][CH:26]=3)C(O)=O)[O:17][C:9]1=2)C1C=CC=CC=1.[C:33](Cl)(=[O:37])[C:34](Cl)=O.[CH3:39][N:40]1[CH2:45][CH2:44][NH:43][CH2:42][CH2:41]1.CCN(CC)CC.C(Cl)(Cl)[Cl:54], predict the reaction product. (7) Given the reactants [NH:1]1[C:5]2[CH:6]=[CH:7][CH:8]=[CH:9][C:4]=2[N:3]=[C:2]1[CH:10]([NH2:20])[CH2:11][C:12]1[CH:17]=[CH:16][C:15]([O:18][CH3:19])=[CH:14][CH:13]=1.Cl.[F:22][C:23]([F:27])([F:26])[CH2:24][NH2:25].[C:28](O)(C(F)(F)F)=[O:29], predict the reaction product. The product is: [NH:1]1[C:5]2[CH:6]=[CH:7][CH:8]=[CH:9][C:4]=2[N:3]=[C:2]1[CH:10]([NH:20][C:28]([NH:25][CH2:24][C:23]([F:27])([F:26])[F:22])=[O:29])[CH2:11][C:12]1[CH:17]=[CH:16][C:15]([O:18][CH3:19])=[CH:14][CH:13]=1. (8) Given the reactants [O:1]=[C:2]1[NH:7][CH:6]=[CH:5][N:4]([S:8]([C:11]2[CH:17]=[CH:16][C:14]([CH3:15])=[CH:13][CH:12]=2)(=[O:10])=[O:9])[C@@H:3]1[CH2:18][C:19]([OH:21])=O.C1CN(C(Cl)=[N+]2CCCC2)CC1.F[P-](F)(F)(F)(F)F.[CH3:41][NH:42][C@H:43]1[C:52]2[C:47](=[CH:48][C:49]([CH2:53][N:54]3[CH2:59][CH2:58][CH2:57][CH2:56][CH2:55]3)=[CH:50][CH:51]=2)[CH2:46][CH2:45][CH2:44]1.CCN(C(C)C)C(C)C, predict the reaction product. The product is: [CH3:41][N:42]([C@H:43]1[C:52]2[C:47](=[CH:48][C:49]([CH2:53][N:54]3[CH2:59][CH2:58][CH2:57][CH2:56][CH2:55]3)=[CH:50][CH:51]=2)[CH2:46][CH2:45][CH2:44]1)[C:19](=[O:21])[CH2:18][C@@H:3]1[C:2](=[O:1])[NH:7][CH:6]=[CH:5][N:4]1[S:8]([C:11]1[CH:17]=[CH:16][C:14]([CH3:15])=[CH:13][CH:12]=1)(=[O:10])=[O:9]. (9) Given the reactants [Br:1][C:2]1[CH:15]=[C:14]([F:16])[C:13]2[O:12][C:11]3[C:6](=[CH:7][C:8]([O:17][CH3:18])=[CH:9][CH:10]=3)[C@@:5]3([CH2:23][O:22][CH2:21][C:20](=S)[NH:19]3)[C:4]=2[CH:3]=1.[NH3:25], predict the reaction product. The product is: [Br:1][C:2]1[CH:15]=[C:14]([F:16])[C:13]2[O:12][C:11]3[C:6](=[CH:7][C:8]([O:17][CH3:18])=[CH:9][CH:10]=3)[C@:5]3([N:19]=[C:20]([NH2:25])[CH2:21][O:22][CH2:23]3)[C:4]=2[CH:3]=1.